Dataset: Full USPTO retrosynthesis dataset with 1.9M reactions from patents (1976-2016). Task: Predict the reactants needed to synthesize the given product. (1) Given the product [C:24]([O:28][C:29]([N:31]1[CH2:32][CH2:33][CH2:34][C:35]1=[O:36])=[O:30])([CH3:27])([CH3:25])[CH3:26], predict the reactants needed to synthesize it. The reactants are: COS([O-])(=O)=O.N1(C=[N+]2CCCC2)CCCC1.CC(C)([O-])C.[K+].[C:24]([O:28][C:29]([N:31]1[C:35](=[O:36])[CH2:34][CH2:33][C@H:32]1CC1C=CC(C2C=CC=CC=2)=CC=1)=[O:30])([CH3:27])([CH3:26])[CH3:25]. (2) Given the product [CH3:45][O:44][C:41]1[CH:42]=[CH:43][C:38]([C:36](=[O:37])[CH2:35][CH2:34][CH2:33][N:9]2[CH2:10][CH2:11][C:6]3([N:5]([C:12]4[CH:13]=[CH:14][CH:15]=[CH:16][CH:17]=4)[CH2:4][N:3]([CH2:18][C:19]4[CH:20]=[C:21]([CH:29]=[CH:30][CH:31]=4)[C:22]([O:24][C:25]([CH3:28])([CH3:26])[CH3:27])=[O:23])[C:2]3=[O:1])[CH2:7][CH2:8]2)=[CH:39][CH:40]=1, predict the reactants needed to synthesize it. The reactants are: [O:1]=[C:2]1[C:6]2([CH2:11][CH2:10][NH:9][CH2:8][CH2:7]2)[N:5]([C:12]2[CH:17]=[CH:16][CH:15]=[CH:14][CH:13]=2)[CH2:4][N:3]1[CH2:18][C:19]1[CH:20]=[C:21]([CH:29]=[CH:30][CH:31]=1)[C:22]([O:24][C:25]([CH3:28])([CH3:27])[CH3:26])=[O:23].I[CH2:33][CH2:34][CH2:35][C:36]([C:38]1[CH:43]=[CH:42][C:41]([O:44][CH3:45])=[CH:40][CH:39]=1)=[O:37].C(=O)([O-])[O-].[K+].[K+]. (3) Given the product [O:20]=[C:7]1[CH2:8][CH2:9][C:10]([C:12]2[CH:13]=[CH:14][CH:15]=[CH:16][CH:17]=2)([C:18]#[N:19])[CH2:11][CH2:6]1, predict the reactants needed to synthesize it. The reactants are: C(OC([CH:6]1[CH2:11][C:10]([C:18]#[N:19])([C:12]2[CH:17]=[CH:16][CH:15]=[CH:14][CH:13]=2)[CH2:9][CH2:8][C:7]1=[O:20])=O)C.Cl. (4) Given the product [CH2:3]([O:7][C:9]1[N:14]=[CH:13][N:12]=[C:11]([N:15]2[CH2:21][C@H:20]([CH3:22])[CH2:19][CH2:18][CH2:17][C@@H:16]2[CH3:23])[C:10]=1[F:24])[C:4]#[C:5][CH3:6], predict the reactants needed to synthesize it. The reactants are: [H-].[Na+].[CH2:3]([OH:7])[C:4]#[C:5][CH3:6].Cl[C:9]1[N:14]=[CH:13][N:12]=[C:11]([N:15]2[CH2:21][C@H:20]([CH3:22])[CH2:19][CH2:18][CH2:17][C@@H:16]2[CH3:23])[C:10]=1[F:24].[Cl-].[NH4+]. (5) Given the product [N+:23]([C:20]1[CH:21]=[CH:22][C:17]([NH:1][CH2:2][C:3]2[CH:8]=[N:7][CH:6]=[CH:5][N:4]=2)=[N:18][CH:19]=1)([O-:25])=[O:24], predict the reactants needed to synthesize it. The reactants are: [NH2:1][CH2:2][C:3]1[CH:8]=[N:7][CH:6]=[CH:5][N:4]=1.C(N(CC)CC)C.Cl[C:17]1[CH:22]=[CH:21][C:20]([N+:23]([O-:25])=[O:24])=[CH:19][N:18]=1. (6) Given the product [CH3:18][C:13]1([CH3:19])[N:12]([C:4]2[CH:5]=[CH:6][C:7]([C:8]([NH:9][CH3:10])=[O:11])=[C:2]([F:1])[CH:3]=2)[C:21](=[S:22])[N:20]([C:23]2[CH:30]=[CH:29][C:26]([C:27]#[N:28])=[C:25]([C:31]([F:32])([F:33])[F:34])[CH:24]=2)[C:14]1=[O:16], predict the reactants needed to synthesize it. The reactants are: [F:1][C:2]1[CH:3]=[C:4]([NH:12][C:13]([CH3:19])([CH3:18])[C:14]([O:16]C)=O)[CH:5]=[CH:6][C:7]=1[C:8](=[O:11])[NH:9][CH3:10].[N:20]([C:23]1[CH:30]=[CH:29][C:26]([C:27]#[N:28])=[C:25]([C:31]([F:34])([F:33])[F:32])[CH:24]=1)=[C:21]=[S:22].CS(C)=O.C(OC(C)C)(=O)C. (7) Given the product [ClH:55].[ClH:55].[N:28]1[C:33]2[O:34][CH2:35][CH2:36][O:37][C:32]=2[CH:31]=[C:30]([CH2:38][NH:1][C@H:2]2[CH2:11][C:10]3[N:9]=[CH:8][C:7]([N:12]4[C:17](=[O:18])[CH:16]=[N:15][C:14]5[CH:19]=[CH:20][C:21]([O:23][CH3:24])=[N:22][C:13]4=5)=[CH:6][C:5]=3[CH2:4][C@H:3]2[OH:25])[N:29]=1, predict the reactants needed to synthesize it. The reactants are: [NH2:1][C@H:2]1[CH2:11][C:10]2[N:9]=[CH:8][C:7]([N:12]3[C:17](=[O:18])[CH:16]=[N:15][C:14]4[CH:19]=[CH:20][C:21]([O:23][CH3:24])=[N:22][C:13]3=4)=[CH:6][C:5]=2[CH2:4][C@H:3]1[OH:25].CO.[N:28]1[C:33]2[O:34][CH2:35][CH2:36][O:37][C:32]=2[CH:31]=[C:30]([CH:38]=O)[N:29]=1.C(O[BH-](OC(=O)C)OC(=O)C)(=O)C.[Na+].C(Cl)[Cl:55].